This data is from Catalyst prediction with 721,799 reactions and 888 catalyst types from USPTO. The task is: Predict which catalyst facilitates the given reaction. (1) Reactant: [N+:1]([C:4]1[CH:5]=[CH:6][C:7]2[CH:11]([CH2:12][N+:13]([O-:15])=[O:14])[O:10][B:9]([OH:16])[C:8]=2[CH:17]=1)([O-])=O.[CH3:18][C:19]([O:22][C:23](O[C:23]([O:22][C:19]([CH3:21])([CH3:20])[CH3:18])=[O:24])=[O:24])([CH3:21])[CH3:20]. Product: [C:19]([O:22][C:23](=[O:24])[NH:1][C:4]1[CH:5]=[CH:6][C:7]2[CH:11]([CH2:12][N+:13]([O-:15])=[O:14])[O:10][B:9]([OH:16])[C:8]=2[CH:17]=1)([CH3:21])([CH3:20])[CH3:18]. The catalyst class is: 99. (2) Product: [S:8]1[CH:12]=[CH:11][CH:10]=[C:9]1[C:2]1[CH:3]=[N:4][CH:5]=[CH:6][CH:7]=1. The catalyst class is: 6. Reactant: Br[C:2]1[CH:3]=[N:4][CH:5]=[CH:6][CH:7]=1.[S:8]1[CH:12]=[CH:11][CH:10]=[C:9]1B1OC(C)(C)C(C)(C)O1.P([O-])([O-])([O-])=O.[K+].[K+].[K+].C1(C)C=CC=CC=1. (3) Reactant: [CH:1]1[C:10]2[C:11]3[CH2:17][CH2:16][NH:15][CH2:14][CH2:13][C:12]=3[N:8]3[C:9]=2[C:4]([CH2:5][CH2:6][CH2:7]3)=[CH:3][CH:2]=1.[BH3-]C#N.[Na+].Cl.[C:23](O[C:23]([O:25][C:26]([CH3:29])([CH3:28])[CH3:27])=[O:24])([O:25][C:26]([CH3:29])([CH3:28])[CH3:27])=[O:24]. Product: [CH:1]1[C:10]2[CH:11]3[CH2:17][CH2:16][N:15]([C:23]([O:25][C:26]([CH3:29])([CH3:28])[CH3:27])=[O:24])[CH2:14][CH2:13][CH:12]3[N:8]3[C:9]=2[C:4]([CH2:5][CH2:6][CH2:7]3)=[CH:3][CH:2]=1. The catalyst class is: 67. (4) Reactant: Br[CH2:2][CH2:3][CH2:4][NH:5][C:6]1[CH:11]=[C:10]([Cl:12])[N:9]=[C:8](Cl)[N:7]=1.C(=O)([O-])[O-:15].[K+].[K+]. Product: [Cl:12][C:10]1[CH:11]=[C:6]2[NH:5][CH2:4][CH2:3][CH2:2][N:7]2[C:8](=[O:15])[N:9]=1. The catalyst class is: 38. (5) Reactant: COC1C=C(OC)C=CC=1C[N:6]1[C:11](=[O:12])[C:10]2[CH:13]=[C:14]([CH2:16][CH3:17])[S:15][C:9]=2[N:8]([CH2:18][C:19]2[CH:24]=[CH:23][C:22]([C:25]3[CH:30]=[CH:29][CH:28]=[CH:27][C:26]=3[C:31]3[NH:35][C:34](=[O:36])[O:33][N:32]=3)=[CH:21][CH:20]=2)[C:7]1=[O:37].FC(F)(F)C(O)=O. Product: [CH2:16]([C:14]1[S:15][C:9]2[N:8]([CH2:18][C:19]3[CH:24]=[CH:23][C:22]([C:25]4[CH:30]=[CH:29][CH:28]=[CH:27][C:26]=4[C:31]4[NH:35][C:34](=[O:36])[O:33][N:32]=4)=[CH:21][CH:20]=3)[C:7](=[O:37])[NH:6][C:11](=[O:12])[C:10]=2[CH:13]=1)[CH3:17]. The catalyst class is: 11. (6) Reactant: [Cl:1][C:2]1[CH:7]=[CH:6][C:5]([C:8]2[N:13]=[C:12]([C:14]3[C:22]4[C:17](=[CH:18][CH:19]=[C:20]([C:23]5[S:27][C:26]([NH:28]CC6C=CC(OC)=CC=6)=[N:25][N:24]=5)[CH:21]=4)[NH:16][CH:15]=3)[CH:11]=[CH:10][CH:9]=2)=[CH:4][CH:3]=1. Product: [Cl:1][C:2]1[CH:7]=[CH:6][C:5]([C:8]2[N:13]=[C:12]([C:14]3[C:22]4[C:17](=[CH:18][CH:19]=[C:20]([C:23]5[S:27][C:26]([NH2:28])=[N:25][N:24]=5)[CH:21]=4)[NH:16][CH:15]=3)[CH:11]=[CH:10][CH:9]=2)=[CH:4][CH:3]=1. The catalyst class is: 67.